This data is from Forward reaction prediction with 1.9M reactions from USPTO patents (1976-2016). The task is: Predict the product of the given reaction. Given the reactants [Cl:1][C:2]1[C:3]([F:31])=[C:4]([C@@H:8]2[C@:12]([C:15]3[CH:20]=[CH:19][C:18]([Cl:21])=[CH:17][C:16]=3[F:22])([C:13]#[N:14])[C@H:11]([CH2:23][C:24]([CH3:27])([CH3:26])[CH3:25])[NH:10][C@H:9]2[C:28](O)=[O:29])[CH:5]=[CH:6][CH:7]=1.CCN(C(C)C)C(C)C.C([O:45][C:46](=[O:57])[NH:47][CH2:48][CH2:49][C:50]1[CH:55]=[CH:54][C:53]([NH2:56])=[CH:52][CH:51]=1)(C)(C)C.CN(C(ON1N=NC2C=CC=NC1=2)=[N+](C)C)C.F[P-](F)(F)(F)(F)F, predict the reaction product. The product is: [Cl:21][C:18]1[CH:19]=[CH:20][C:15]([C@@:12]2([C:13]#[N:14])[C@H:11]([CH2:23][C:24]([CH3:27])([CH3:26])[CH3:25])[NH:10][C@@H:9]([C:28]([NH:56][C:53]3[CH:52]=[CH:51][C:50]([CH2:49][CH2:48][NH:47][C:46](=[O:57])[OH:45])=[CH:55][CH:54]=3)=[O:29])[C@@H:8]2[C:4]2[CH:5]=[CH:6][CH:7]=[C:2]([Cl:1])[C:3]=2[F:31])=[C:16]([F:22])[CH:17]=1.